Dataset: Forward reaction prediction with 1.9M reactions from USPTO patents (1976-2016). Task: Predict the product of the given reaction. Given the reactants [C:1]([O:5][C:6](=[O:35])[NH:7][CH2:8][CH2:9][CH2:10][NH:11][CH:12]([C:16]1[N:25]([CH2:26][C:27]2[CH:32]=[CH:31][CH:30]=[CH:29][CH:28]=2)[C:24](=[O:33])[C:23]2[C:18](=[CH:19][C:20]([Cl:34])=[CH:21][CH:22]=2)[N:17]=1)[CH:13]([CH3:15])[CH3:14])([CH3:4])([CH3:3])[CH3:2].CCN(C(C)C)C(C)C.[C:45]1([CH3:54])[CH:50]=[CH:49][C:48]([C:51](Cl)=[O:52])=[CH:47][CH:46]=1, predict the reaction product. The product is: [C:1]([O:5][C:6](=[O:35])[NH:7][CH2:8][CH2:9][CH2:10][N:11]([CH:12]([C:16]1[N:25]([CH2:26][C:27]2[CH:32]=[CH:31][CH:30]=[CH:29][CH:28]=2)[C:24](=[O:33])[C:23]2[C:18](=[CH:19][C:20]([Cl:34])=[CH:21][CH:22]=2)[N:17]=1)[CH:13]([CH3:15])[CH3:14])[C:51](=[O:52])[C:48]1[CH:49]=[CH:50][C:45]([CH3:54])=[CH:46][CH:47]=1)([CH3:3])([CH3:4])[CH3:2].